This data is from TCR-epitope binding with 47,182 pairs between 192 epitopes and 23,139 TCRs. The task is: Binary Classification. Given a T-cell receptor sequence (or CDR3 region) and an epitope sequence, predict whether binding occurs between them. (1) The epitope is LLSAGIFGA. The TCR CDR3 sequence is CASSIFGELFF. Result: 0 (the TCR does not bind to the epitope). (2) The epitope is EEHVQIHTI. The TCR CDR3 sequence is CASRHRGAPSYEQYF. Result: 0 (the TCR does not bind to the epitope). (3) The epitope is QECVRGTTVL. The TCR CDR3 sequence is CASSFRIGTDYEQYF. Result: 1 (the TCR binds to the epitope).